Dataset: Reaction yield outcomes from USPTO patents with 853,638 reactions. Task: Predict the reaction yield, written as a fraction of the theoretical maximum amount of product (1.0 means a 100% yield; for example, 0.34 means a 34% yield). (1) The reactants are [CH3:1][O:2][C:3]1[CH:4]=[C:5]([CH:12]=[CH:13][C:14]=1[N+:15]([O-])=O)[O:6][CH2:7][CH2:8][N:9]([CH3:11])[CH3:10].[H][H]. The catalyst is C(OCC)(=O)C.[Pd]. The product is [CH3:10][N:9]([CH3:11])[CH2:8][CH2:7][O:6][C:5]1[CH:12]=[CH:13][C:14]([NH2:15])=[C:3]([O:2][CH3:1])[CH:4]=1. The yield is 0.910. (2) The reactants are FC(F)(F)O[C:4]1[CH:9]=[CH:8][C:7]([N:10]2[CH:14]=NC(C3C=CC(C#N)=CC=3)=[N:11]2)=[CH:6][CH:5]=1.N1C=CN=N1.IC1C=CC(OC(F)(F)F)=CC=1.C([O-])([O-])=O.[Cs+].[Cs+].O[C:49]1[CH:50]=[CH:51][CH:52]=[C:53]2[C:58]=1[N:57]=[CH:56]C=C2. The catalyst is [Cu]I.CN(C=O)C.O. The product is [C:58]1([N:57]2[CH:56]=[CH:14][N:10]([C:7]3[CH:6]=[CH:5][CH:4]=[CH:9][CH:8]=3)[NH:11]2)[CH:53]=[CH:52][CH:51]=[CH:50][CH:49]=1. The yield is 0.130. (3) The reactants are [CH3:1][C:2]1[CH:7]=[CH:6][CH:5]=[CH:4][C:3]=1[NH:8][C:9](=O)[CH2:10][CH2:11][CH:12]([CH3:14])[CH3:13].[NH2-].[Na+].C1C2C(=CC=CC=2)CCC1.C(O)C. The catalyst is O. The product is [CH3:13][CH:12]([CH3:14])[CH2:11][CH2:10][C:9]1[NH:8][C:3]2[C:2]([CH:1]=1)=[CH:7][CH:6]=[CH:5][CH:4]=2. The yield is 0.700. (4) The reactants are [Cl:1][C:2]1[N:7]=[CH:6][C:5]([C:8](Cl)=[O:9])=[CH:4][CH:3]=1.[CH3:11][C:12]([CH3:16])([CH3:15])[CH2:13][OH:14]. The catalyst is C1(C)C=CC=CC=1.CCOC(C)=O. The product is [Cl:1][C:2]1[N:7]=[CH:6][C:5]([C:8]([O:14][CH2:13][C:12]([CH3:16])([CH3:15])[CH3:11])=[O:9])=[CH:4][CH:3]=1. The yield is 0.920. (5) The reactants are [OH-:1].[Na+].[CH2:3](Br)[C:4]1[CH:9]=[CH:8][CH:7]=[CH:6][CH:5]=1.C(Cl)Cl.CO. The catalyst is C(Cl)Cl.O.[Br-].C([N+](CCCC)(CCCC)CCCC)CCC.C(Cl)Cl. The product is [CH2:3]([O:1][CH2:3][C:4]1[CH:9]=[CH:8][CH:7]=[CH:6][CH:5]=1)[C:4]1[CH:9]=[CH:8][CH:7]=[CH:6][CH:5]=1. The yield is 0.950. (6) The reactants are Br[CH2:2][CH2:3][CH2:4][O:5][CH2:6][C@H:7]1[CH2:12][CH2:11][C@H:10]([N:13]([CH3:27])[S:14]([C:17]2[CH:22]=[CH:21][C:20]([C:23]([F:26])([F:25])[F:24])=[CH:19][CH:18]=2)(=[O:16])=[O:15])[CH2:9][CH2:8]1.[CH2:28]([CH2:31][NH2:32])[CH:29]=C.[CH3:33]C(N(C)C)=O. No catalyst specified. The product is [CH2:31]([N:32]([CH3:33])[CH2:2][CH2:3][CH2:4][O:5][CH2:6][C@H:7]1[CH2:12][CH2:11][C@H:10]([N:13]([CH3:27])[S:14]([C:17]2[CH:22]=[CH:21][C:20]([C:23]([F:26])([F:25])[F:24])=[CH:19][CH:18]=2)(=[O:16])=[O:15])[CH2:9][CH2:8]1)[CH:28]=[CH2:29]. The yield is 0.640.